This data is from CYP2C9 inhibition data for predicting drug metabolism from PubChem BioAssay. The task is: Regression/Classification. Given a drug SMILES string, predict its absorption, distribution, metabolism, or excretion properties. Task type varies by dataset: regression for continuous measurements (e.g., permeability, clearance, half-life) or binary classification for categorical outcomes (e.g., BBB penetration, CYP inhibition). Dataset: cyp2c9_veith. The result is 0 (non-inhibitor). The drug is COc1ccccc1-c1ccc2ncnc(NCCNC(C)=O)c2c1.